From a dataset of Peptide-MHC class I binding affinity with 185,985 pairs from IEDB/IMGT. Regression. Given a peptide amino acid sequence and an MHC pseudo amino acid sequence, predict their binding affinity value. This is MHC class I binding data. The peptide sequence is LPADPASVL. The MHC is HLA-C04:01 with pseudo-sequence HLA-C04:01. The binding affinity (normalized) is 0.0847.